Dataset: Catalyst prediction with 721,799 reactions and 888 catalyst types from USPTO. Task: Predict which catalyst facilitates the given reaction. (1) Reactant: [H-].[Na+].[CH3:3][O:4][C:5]1[CH:10]=[C:9]([O:11][CH3:12])[CH:8]=[CH:7][C:6]=1[S:13](Cl)(=[O:15])=[O:14].[Cl:17][C:18]1[CH:19]=[C:20]2[C:24](=[CH:25][C:26]=1[F:27])[NH:23][C:22](=[O:28])[C:21]2([C:45]1[C:46]([O:51][CH2:52][CH3:53])=[N:47][CH:48]=[CH:49][CH:50]=1)[CH2:29][C:30]([N:32]1[CH2:37][CH2:36][N:35]([CH:38]2[CH2:43][CH2:42][N:41]([CH3:44])[CH2:40][CH2:39]2)[CH2:34][CH2:33]1)=[O:31].ClCCl.CO. Product: [Cl:17][C:18]1[CH:19]=[C:20]2[C:24](=[CH:25][C:26]=1[F:27])[N:23]([S:13]([C:6]1[CH:7]=[CH:8][C:9]([O:11][CH3:12])=[CH:10][C:5]=1[O:4][CH3:3])(=[O:15])=[O:14])[C:22](=[O:28])[C:21]2([C:45]1[C:46]([O:51][CH2:52][CH3:53])=[N:47][CH:48]=[CH:49][CH:50]=1)[CH2:29][C:30]([N:32]1[CH2:33][CH2:34][N:35]([CH:38]2[CH2:43][CH2:42][N:41]([CH3:44])[CH2:40][CH2:39]2)[CH2:36][CH2:37]1)=[O:31]. The catalyst class is: 288. (2) Product: [Si:20]([O:27][C@H:28]([C:32]1[CH:41]=[CH:40][C:39]([OH:42])=[C:38]2[C:33]=1[CH:34]=[CH:35][C:36](=[O:43])[NH:37]2)[CH2:29][N:30]([CH3:31])[CH2:2][CH2:3][CH2:4][C:5]#[C:6][C:7]1[CH:12]=[CH:11][C:10]([NH:13][C:14](=[O:19])[C:15]([F:18])([F:17])[F:16])=[CH:9][CH:8]=1)([C:23]([CH3:25])([CH3:26])[CH3:24])([CH3:22])[CH3:21]. Reactant: Br[CH2:2][CH2:3][CH2:4][C:5]#[C:6][C:7]1[CH:12]=[CH:11][C:10]([NH:13][C:14](=[O:19])[C:15]([F:18])([F:17])[F:16])=[CH:9][CH:8]=1.[Si:20]([O:27][C@H:28]([C:32]1[CH:41]=[CH:40][C:39]([OH:42])=[C:38]2[C:33]=1[CH:34]=[CH:35][C:36](=[O:43])[NH:37]2)[CH2:29][NH:30][CH3:31])([C:23]([CH3:26])([CH3:25])[CH3:24])([CH3:22])[CH3:21].C(N(CC)C(C)C)(C)C. The catalyst class is: 589. (3) Reactant: [O:1]1[CH2:6][CH2:5][N:4]([CH2:7][CH2:8][N:9]2[CH:13]=[CH:12][N:11]=[C:10]2[CH:14]=O)[CH2:3][CH2:2]1.[NH2:16][OH:17].Cl.C([O-])([O-])=O.[Na+].[Na+]. Product: [O:1]1[CH2:6][CH2:5][N:4]([CH2:7][CH2:8][N:9]2[CH:13]=[CH:12][N:11]=[C:10]2[CH:14]=[N:16][OH:17])[CH2:3][CH2:2]1. The catalyst class is: 6. (4) Reactant: [CH3:1][CH2:2][CH2:3][CH2:4][CH2:5][C@H:6]([OH:25])/[CH:7]=[CH:8]/[C@@H:9]1[C@@H:13]([CH2:14]/[CH:15]=[CH:16]\[CH2:17][CH2:18][CH2:19][C:20]([OH:22])=O)[C@@H:12]([OH:23])[CH2:11][C@H:10]1[OH:24].C(N(CC)CC)C.C(OC(Cl)=O)C.[CH:39]1[C:44]([OH:45])=[CH:43][C:42]2[C:46]([CH2:49][CH2:50][NH2:51])=[CH:47][NH:48][C:41]=2[CH:40]=1.Cl. Product: [OH:45][C:44]1[CH:43]=[C:42]2[C:41](=[CH:40][CH:39]=1)[NH:48][CH:47]=[C:46]2[CH2:49][CH2:50][NH:51][C:20](=[O:22])[CH2:19][CH2:18][CH2:17]/[CH:16]=[CH:15]\[CH2:14][C@H:13]1[C@@H:12]([OH:23])[CH2:11][C@@H:10]([OH:24])[C@@H:9]1/[CH:8]=[CH:7]/[C@@H:6]([OH:25])[CH2:5][CH2:4][CH2:3][CH2:2][CH3:1]. The catalyst class is: 124. (5) Reactant: [C@H:1]1([C:10]([O:12][CH3:13])=[O:11])[CH2:6][CH2:5][C@H:4]([C:7]([O-:9])=O)[CH2:3][CH2:2]1.[Br:14][C:15]1[CH:24]=CC=C[C:16]=1[C:17](NN)=O.O[N:26]1C2C=CC=CC=2N=N1.Cl.CN(C)[CH2:38][CH2:39][CH2:40][N:41]=C=NCC.[OH2:47]. Product: [Br:14][C:15]1[CH:24]=[CH:38][C:39]([C:40]([NH:41][NH:26][C:7]([C@H:4]2[CH2:3][CH2:2][C@H:1]([C:10]([O:12][CH3:13])=[O:11])[CH2:6][CH2:5]2)=[O:9])=[O:47])=[CH:17][CH:16]=1. The catalyst class is: 66. (6) The catalyst class is: 8. Reactant: [O-]CC.[Na+].[CH2:5]([N:12]1[CH2:17][CH2:16][CH:15]([NH:18][C:19]([NH:21][C@H:22]([C:30](OC)=[O:31])[CH2:23][C:24]2[CH:29]=[CH:28][CH:27]=[CH:26][CH:25]=2)=[O:20])[CH2:14][CH2:13]1)[C:6]1[CH:11]=[CH:10][CH:9]=[CH:8][CH:7]=1. Product: [CH2:23]([CH:22]1[NH:21][C:19](=[O:20])[N:18]([CH:15]2[CH2:16][CH2:17][N:12]([CH2:5][C:6]3[CH:7]=[CH:8][CH:9]=[CH:10][CH:11]=3)[CH2:13][CH2:14]2)[C:30]1=[O:31])[C:24]1[CH:29]=[CH:28][CH:27]=[CH:26][CH:25]=1. (7) Reactant: [CH3:1][N:2]1[C:6]([CH:7]=O)=[N:5][C:4]([N:9]2[CH2:14][CH2:13][CH2:12][CH2:11][CH2:10]2)=[N:3]1.[Cl-].[CH3:16][C:17]1[N:22]2[N:23]=[C:24]([CH2:26][P+](C3C=CC=CC=3)(C3C=CC=CC=3)C3C=CC=CC=3)[N:25]=[C:21]2[C:20]([CH3:46])=[N:19][CH:18]=1.C1CCN2C(=NCCC2)CC1. Product: [CH3:16][C:17]1[N:22]2[N:23]=[C:24](/[CH:26]=[CH:7]/[C:6]3[N:2]([CH3:1])[N:3]=[C:4]([N:9]4[CH2:14][CH2:13][CH2:12][CH2:11][CH2:10]4)[N:5]=3)[N:25]=[C:21]2[C:20]([CH3:46])=[N:19][CH:18]=1. The catalyst class is: 7.